This data is from Full USPTO retrosynthesis dataset with 1.9M reactions from patents (1976-2016). The task is: Predict the reactants needed to synthesize the given product. (1) Given the product [C:12]([C:2]1[CH:7]=[CH:6][C:5]([OH:8])=[C:4]([CH:9]([CH3:11])[CH3:10])[CH:3]=1)#[N:13], predict the reactants needed to synthesize it. The reactants are: Br[C:2]1[CH:7]=[CH:6][C:5]([OH:8])=[C:4]([CH:9]([CH3:11])[CH3:10])[CH:3]=1.[CH3:12][N:13](C=O)C. (2) Given the product [CH3:9][O:8][C:5]1[CH:4]=[N:3][C:2]([NH:1][C:16](=[O:22])[CH2:17][CH2:18][CH2:19][CH2:20][CH3:21])=[N:7][CH:6]=1, predict the reactants needed to synthesize it. The reactants are: [NH2:1][C:2]1[N:7]=[CH:6][C:5]([O:8][CH3:9])=[CH:4][N:3]=1.N1C=CC=CC=1.[C:16](Cl)(=[O:22])[CH2:17][CH2:18][CH2:19][CH2:20][CH3:21].NCC(O)=O.